From a dataset of Catalyst prediction with 721,799 reactions and 888 catalyst types from USPTO. Predict which catalyst facilitates the given reaction. (1) The catalyst class is: 15. Reactant: Cl[C:2]1[N:7]=[C:6]([NH2:8])[C:5]([CH3:9])=[CH:4][N:3]=1.[C:10]([O:14][C:15]([N:17]1[CH2:22][CH2:21][N:20]([CH2:23][C:24]2[CH:29]=[CH:28][C:27]([NH2:30])=[CH:26][CH:25]=2)[CH2:19][CH2:18]1)=[O:16])([CH3:13])([CH3:12])[CH3:11]. Product: [C:10]([O:14][C:15]([N:17]1[CH2:18][CH2:19][N:20]([CH2:23][C:24]2[CH:25]=[CH:26][C:27]([NH:30][C:2]3[N:7]=[C:6]([NH2:8])[C:5]([CH3:9])=[CH:4][N:3]=3)=[CH:28][CH:29]=2)[CH2:21][CH2:22]1)=[O:16])([CH3:13])([CH3:11])[CH3:12]. (2) Reactant: CS(O[CH2:6][CH2:7][N:8]1[CH:12]=[CH:11][C:10]([NH:13][C:14]2[N:19]=[CH:18][C:17]([O:20][CH2:21][C:22]3[C:27]([F:28])=[C:26]([F:29])[CH:25]=[C:24]([F:30])[C:23]=3[F:31])=[CH:16][N:15]=2)=[N:9]1)(=O)=O.CN1CCCC1=O.[CH3:39][N:40]1[CH2:45][CH2:44][NH:43][CH2:42][CH2:41]1.C(=O)([O-])O.[Na+]. Product: [CH3:39][N:40]1[CH2:45][CH2:44][N:43]([CH2:6][CH2:7][N:8]2[CH:12]=[CH:11][C:10]([NH:13][C:14]3[N:19]=[CH:18][C:17]([O:20][CH2:21][C:22]4[C:27]([F:28])=[C:26]([F:29])[CH:25]=[C:24]([F:30])[C:23]=4[F:31])=[CH:16][N:15]=3)=[N:9]2)[CH2:42][CH2:41]1. The catalyst class is: 6.